Predict the reactants needed to synthesize the given product. From a dataset of Full USPTO retrosynthesis dataset with 1.9M reactions from patents (1976-2016). (1) Given the product [Br:24][C:9]1[C:5]([C:1]([CH3:4])([CH3:2])[CH3:3])=[N:6][N:7]([CH3:23])[C:8]=1[NH:10][C:11]1[CH:20]=[CH:19][C:18]([O:21][CH3:22])=[CH:17][C:12]=1[C:13]([O:15][CH3:16])=[O:14], predict the reactants needed to synthesize it. The reactants are: [C:1]([C:5]1[CH:9]=[C:8]([NH:10][C:11]2[CH:20]=[CH:19][C:18]([O:21][CH3:22])=[CH:17][C:12]=2[C:13]([O:15][CH3:16])=[O:14])[N:7]([CH3:23])[N:6]=1)([CH3:4])([CH3:3])[CH3:2].[Br:24]Br.O. (2) Given the product [Cl:1][C:2]1[CH:3]=[C:4]([C:8]2[C:13]3[N:14]([CH2:17][C@H:18]4[CH2:23][CH2:22][C@H:21]([CH3:24])[CH2:20][CH2:19]4)[C:15]([C:44]([OH:46])([CH3:45])[CH2:43][O:42][CH3:41])=[N:16][C:12]=3[CH:11]=[C:10]([C:25]#[N:26])[N:9]=2)[CH:5]=[N:6][CH:7]=1, predict the reactants needed to synthesize it. The reactants are: [Cl:1][C:2]1[CH:3]=[C:4]([C:8]2[C:13]3[N:14]([CH2:17][C@H:18]4[CH2:23][CH2:22][C@H:21]([CH3:24])[CH2:20][CH2:19]4)[CH:15]=[N:16][C:12]=3[CH:11]=[C:10]([C:25]#[N:26])[N:9]=2)[CH:5]=[N:6][CH:7]=1.[Cl-].[Li+].CC1(C)CCCC(C)(C)N1[Mg]Cl.[CH3:41][O:42][CH2:43][C:44](=[O:46])[CH3:45].